From a dataset of Forward reaction prediction with 1.9M reactions from USPTO patents (1976-2016). Predict the product of the given reaction. (1) The product is: [OH:16][C:14]1[C:10]([C:11]([O:13][CH2:20][CH3:21])=[O:12])=[CH:17][N:4]=[CH:3][N:2]=1. Given the reactants [Na].[N:2]1C=NC=[N:4][CH:3]=1.C([C:10]([CH2:17]C)([C:14]([O-:16])=O)[C:11]([O-:13])=[O:12])C.Cl.[CH2:20](O)[CH3:21], predict the reaction product. (2) Given the reactants Cl[C:2]1[CH:11]=[CH:10][N:9]=[C:8]2[C:3]=1[CH:4]=[CH:5][C:6]([C:12]([F:15])([F:14])[F:13])=[N:7]2.[F:16][C:17]1[C:22]([C:23]2[CH:28]=[C:27](B3OC(C)(C)C(C)(C)O3)[CH:26]=[CH:25][C:24]=2[F:38])=[CH:21][C:20]([C:39]#[N:40])=[CH:19][CH:18]=1, predict the reaction product. The product is: [F:16][C:17]1[C:22]([C:23]2[CH:28]=[C:27]([C:2]3[C:3]4[C:8](=[N:7][C:6]([C:12]([F:15])([F:14])[F:13])=[CH:5][CH:4]=4)[N:9]=[CH:10][CH:11]=3)[CH:26]=[CH:25][C:24]=2[F:38])=[CH:21][C:20]([C:39]#[N:40])=[CH:19][CH:18]=1. (3) Given the reactants Br[C:2]1[Se:3][CH:4]=[CH:5][CH:6]=1.[Mg], predict the reaction product. The product is: [Se:3]1[CH:4]=[CH:5][CH:6]=[C:2]1[C:2]1[Se:3][CH:4]=[CH:5][C:6]=1[C:2]1[Se:3][CH:4]=[CH:5][CH:6]=1. (4) Given the reactants [Cl:1][C:2]1[CH:7]=[CH:6][C:5]([NH:8][C:9]2[O:13][C:12]([C:14]3[CH:19]=[CH:18][C:17]([OH:20])=[CH:16][CH:15]=3)=[N:11][N:10]=2)=[CH:4][C:3]=1[C:21]([F:24])([F:23])[F:22].C[Si]([N-][Si](C)(C)C)(C)C.[K+].[C:35]([O-:38])([O-])=[O:36].[K+].[K+].Br[N:42]1[CH:47]=[CH:46][CH:45]=[N:44][CH2:43]1, predict the reaction product. The product is: [F:22][C:21]([F:24])([F:23])[C:35]([OH:38])=[O:36].[Cl:1][C:2]1[CH:7]=[CH:6][C:5]([NH:8][C:9]2[O:13][C:12]([C:14]3[CH:15]=[CH:16][C:17]([O:20][C:46]4[CH:47]=[N:42][CH:43]=[N:44][CH:45]=4)=[CH:18][CH:19]=3)=[N:11][N:10]=2)=[CH:4][C:3]=1[C:21]([F:22])([F:23])[F:24]. (5) Given the reactants Cl.[CH3:2][O:3][C:4]([C:6]1[CH:15]=[CH:14][CH:13]=[C:12]2[C:7]=1[CH2:8][CH2:9][NH:10][CH2:11]2)=[O:5].C(N(CC)CC)C.[N:23]1[CH:28]=[CH:27][C:26]([CH:29]=O)=[CH:25][CH:24]=1.C(O[BH-](OC(=O)C)OC(=O)C)(=O)C.[Na+], predict the reaction product. The product is: [N:23]1[CH:28]=[CH:27][C:26]([CH2:29][N:10]2[CH2:9][CH2:8][C:7]3[C:6]([C:4]([O:3][CH3:2])=[O:5])=[CH:15][CH:14]=[CH:13][C:12]=3[CH2:11]2)=[CH:25][CH:24]=1. (6) Given the reactants Br[C:2]1[CH:7]=[C:6]([CH3:8])[CH:5]=[CH:4][C:3]=1[C:9]1([O:14]COC)[CH2:13][CH2:12][CH2:11][CH2:10]1.[Li]CCCC.[B:23](OC(C)C)(OC(C)C)[O:24]C(C)C, predict the reaction product. The product is: [CH3:8][C:6]1[CH:5]=[CH:4][C:3]2[C:9]3([CH2:13][CH2:12][CH2:11][CH2:10]3)[O:14][B:23]([OH:24])[C:2]=2[CH:7]=1.